This data is from Forward reaction prediction with 1.9M reactions from USPTO patents (1976-2016). The task is: Predict the product of the given reaction. Given the reactants C(Cl)(=O)C(Cl)=O.[CH2:7]([C:11]1[N:19]=[C:18]([Cl:20])[CH:17]=[CH:16][C:12]=1[C:13]([OH:15])=O)[CH2:8][CH2:9][CH3:10].Cl.[CH:22]12[CH2:31][CH:26]3[CH2:27][CH:28]([CH2:30][CH:24]([CH2:25]3)[CH:23]1[NH2:32])[CH2:29]2.C(N(C(C)C)C(C)C)C, predict the reaction product. The product is: [CH:22]12[CH2:31][CH:26]3[CH2:27][CH:28]([CH2:30][CH:24]([CH2:25]3)[CH:23]1[NH:32][C:13](=[O:15])[C:12]1[CH:16]=[CH:17][C:18]([Cl:20])=[N:19][C:11]=1[CH2:7][CH2:8][CH2:9][CH3:10])[CH2:29]2.